From a dataset of Catalyst prediction with 721,799 reactions and 888 catalyst types from USPTO. Predict which catalyst facilitates the given reaction. (1) Product: [Cl:24][CH2:23][CH2:22][CH2:21][C:12]1[C:8]2[CH:9]=[CH:10][C:11]3[CH:1]=[CH:2][CH:3]=[CH:4][C:5]=3[CH:6]([C:16]#[N:17])[C:7]=2[CH:15]=[CH:14][CH:13]=1. Reactant: [CH:1]1[C:11]2[CH:10]=[CH:9][C:8]3[CH:12]=[CH:13][CH:14]=[CH:15][C:7]=3[CH:6]([C:16]#[N:17])[C:5]=2[CH:4]=[CH:3][CH:2]=1.[H-].[Na+].Br[CH2:21][CH2:22][CH2:23][Cl:24].O. The catalyst class is: 39. (2) Product: [CH2:1]([O:8][C:38]1[N:39]=[N:40][C:35](/[CH:34]=[CH:33]/[C:27]2[CH:32]=[CH:31][CH:30]=[CH:29][CH:28]=2)=[CH:36][C:37]=1[O:44][CH2:21][C:15]1[CH:20]=[CH:19][CH:18]=[CH:17][CH:16]=1)[C:2]1[CH:7]=[CH:6][CH:5]=[CH:4][CH:3]=1. The catalyst class is: 93. Reactant: [CH2:1]([OH:8])[C:2]1[CH:7]=[CH:6][CH:5]=[CH:4][CH:3]=1.C(O[K])(C)(C)C.[C:15]1([CH3:21])[CH:20]=[CH:19][CH:18]=[CH:17][CH:16]=1.CN(C)C=O.[C:27]1(/[CH:33]=[CH:34]/[C:35]2[N:40]=[N:39][C:38]3OC4C=CC=CC=4[O:44][C:37]=3[CH:36]=2)[CH:32]=[CH:31][CH:30]=[CH:29][CH:28]=1. (3) Reactant: [C:1]([C:3]1[CH:4]=[C:5]2[C:10](=[CH:11][C:12]=1[O:13][C:14]1[CH:22]=[CH:21][C:17]([C:18](O)=[O:19])=[CH:16][CH:15]=1)[O:9][CH2:8][CH2:7][CH:6]2[C:23]([O:25][CH3:26])=[O:24])#[N:2].[CH3:27][O:28][C:29]1[CH:30]=[CH:31][CH:32]=[C:33]2[C:38]=1[N:37]=[CH:36][C:35]([NH2:39])=[CH:34]2.C1C=NC2N(O)N=NC=2C=1.CCN=C=NCCCN(C)C.Cl. Product: [C:1]([C:3]1[CH:4]=[C:5]2[C:10](=[CH:11][C:12]=1[O:13][C:14]1[CH:15]=[CH:16][C:17]([C:18](=[O:19])[NH:39][C:35]3[CH:36]=[N:37][C:38]4[C:33]([CH:34]=3)=[CH:32][CH:31]=[CH:30][C:29]=4[O:28][CH3:27])=[CH:21][CH:22]=1)[O:9][CH2:8][CH2:7][CH:6]2[C:23]([O:25][CH3:26])=[O:24])#[N:2]. The catalyst class is: 18. (4) Reactant: [F:1][C:2]1([F:46])[CH2:7][CH2:6][CH:5]([C:8]2[C:17]3[C@@H:16]([OH:18])[CH2:15][C:14]([CH3:20])([CH3:19])[CH2:13][C:12]=3[N:11]=[C:10]([CH:21]3[CH2:26][CH2:25][N:24]([C:27]4[N:32]=[CH:31][C:30]([OH:33])=[CH:29][N:28]=4)[CH2:23][CH2:22]3)[C:9]=2[C@@H:34]([F:45])[C:35]2[CH:40]=[CH:39][C:38]([C:41]([F:44])([F:43])[F:42])=[CH:37][CH:36]=2)[CH2:4][CH2:3]1.C1(C)C=CC(S(O[CH2:57][CH2:58][CH2:59][S:60]([CH3:63])(=[O:62])=[O:61])(=O)=O)=CC=1.C(=O)([O-])[O-].[K+].[K+].ClC1N=CC(O)=CN=1. Product: [F:46][C:2]1([F:1])[CH2:3][CH2:4][CH:5]([C:8]2[C:17]3[C@@H:16]([OH:18])[CH2:15][C:14]([CH3:19])([CH3:20])[CH2:13][C:12]=3[N:11]=[C:10]([CH:21]3[CH2:22][CH2:23][N:24]([C:27]4[N:32]=[CH:31][C:30]([O:33][CH2:57][CH2:58][CH2:59][S:60]([CH3:63])(=[O:62])=[O:61])=[CH:29][N:28]=4)[CH2:25][CH2:26]3)[C:9]=2[C@@H:34]([F:45])[C:35]2[CH:36]=[CH:37][C:38]([C:41]([F:43])([F:42])[F:44])=[CH:39][CH:40]=2)[CH2:6][CH2:7]1. The catalyst class is: 35. (5) Reactant: C([O:4][CH2:5][C@@H:6]1[C@@H:11]([O:12]C(=O)C)[C@H:10]([OH:16])[C@H:9]([OH:17])[C@@H:8]([C:18]2[CH:23]=[CH:22][C:21]([O:24][CH3:25])=[C:20]([O:26][Si](C(C)(C)C)(C)C)[CH:19]=2)[O:7]1)(=O)C.CO[Na].CCCC[N+](CCCC)(CCCC)CCCC.[F-].C1COCC1. Product: [OH:26][C:20]1[CH:19]=[C:18]([C@@H:8]2[C@@H:9]([OH:17])[C@@H:10]([OH:16])[C@H:11]([OH:12])[C@@H:6]([CH2:5][OH:4])[O:7]2)[CH:23]=[CH:22][C:21]=1[O:24][CH3:25]. The catalyst class is: 5. (6) Reactant: [C:1]([O:5][C:6]([NH:8][C@H:9]([CH2:14][C:15]1[CH:20]=[C:19]([F:21])[CH:18]=[CH:17][C:16]=1[F:22])[CH2:10][C:11]([OH:13])=O)=[O:7])([CH3:4])([CH3:3])[CH3:2].Cl.[F:24][C:25]([F:42])([F:41])[C:26]1[C:35]([C:36]([O:38][CH2:39][CH3:40])=[O:37])=[CH:34][C:33]2[CH2:32][CH2:31][NH:30][CH2:29][C:28]=2[N:27]=1.C1C=CC2N(O)N=NC=2C=1.C(N(CC)C(C)C)(C)C. Product: [C:1]([O:5][C:6]([NH:8][C@H:9]([CH2:14][C:15]1[CH:20]=[C:19]([F:21])[CH:18]=[CH:17][C:16]=1[F:22])[CH2:10][C:11]([N:30]1[CH2:29][C:28]2[N:27]=[C:26]([C:25]([F:42])([F:41])[F:24])[C:35]([C:36]([O:38][CH2:39][CH3:40])=[O:37])=[CH:34][C:33]=2[CH2:32][CH2:31]1)=[O:13])=[O:7])([CH3:2])([CH3:3])[CH3:4]. The catalyst class is: 344.